Dataset: Catalyst prediction with 721,799 reactions and 888 catalyst types from USPTO. Task: Predict which catalyst facilitates the given reaction. Reactant: [CH2:1]([N:3]1[C:14](=[O:15])[C:12]2[N:13]3[C:8](=[C:9](I)[C:10](=[O:18])[C:11]=2[O:16][CH3:17])[CH2:7][CH2:6][C@H:5]3[C@@H:4]1[O:20][CH3:21])[CH3:2].CC[N:24]([CH:28]([CH3:30])C)[CH:25](C)C.[Cl:31][C:32]1[CH:33]=C(CN)[CH:35]=[CH:36][C:37]=1[F:38].CS(C)=[O:43]. Product: [Cl:31][C:32]1[CH:33]=[C:30]([CH:35]=[CH:36][C:37]=1[F:38])[CH2:28][NH:24][C:25]([C:9]1[C:10](=[O:18])[C:11]([O:16][CH3:17])=[C:12]2[C:14](=[O:15])[N:3]([CH2:1][CH3:2])[C@H:4]([O:20][CH3:21])[C@@H:5]3[CH2:6][CH2:7][C:8]=1[N:13]23)=[O:43]. The catalyst class is: 73.